This data is from Full USPTO retrosynthesis dataset with 1.9M reactions from patents (1976-2016). The task is: Predict the reactants needed to synthesize the given product. (1) Given the product [Cl:16][C:11]1[CH:10]=[C:9]([CH:4]([S:17][CH2:23][CH2:22][C:24](=[O:25])[CH3:26])[C:5]([O:7][CH3:8])=[O:6])[CH:14]=[CH:13][C:12]=1[Cl:15], predict the reactants needed to synthesize it. The reactants are: C([CH:4]([C:9]1[CH:14]=[CH:13][C:12]([Cl:15])=[C:11]([Cl:16])[CH:10]=1)[C:5]([O:7][CH3:8])=[O:6])(=S)C.[S:17](=O)(=O)(O)O.[CH:22]([C:24]([CH3:26])=[O:25])=[CH2:23].C(N(CC)CC)C. (2) Given the product [F:1][C:2]1[CH:7]=[CH:6][C:5]([C:8]2[C:13]([CH2:14][Br:25])=[C:12]([CH:16]([CH3:18])[CH3:17])[N:11]=[C:10]([S:19][CH3:20])[N:9]=2)=[CH:4][CH:3]=1, predict the reactants needed to synthesize it. The reactants are: [F:1][C:2]1[CH:7]=[CH:6][C:5]([C:8]2[C:13]([CH2:14]O)=[C:12]([CH:16]([CH3:18])[CH3:17])[N:11]=[C:10]([S:19][CH3:20])[N:9]=2)=[CH:4][CH:3]=1.ClCCl.P(Br)(Br)[Br:25]. (3) Given the product [CH3:7][C:8]([CH3:42])([CH3:41])[C@H:9]([NH:14][C:15]([N:17]1[C:25]2[CH2:24][CH2:23][N:22]([CH2:26][CH2:27][OH:28])[CH2:21][C:20]=2[C:19]([C:32]2[CH:37]=[C:36]([F:38])[C:35]([F:39])=[CH:34][C:33]=2[F:40])=[N:18]1)=[O:16])[C:10]([NH:12][CH3:13])=[O:11], predict the reactants needed to synthesize it. The reactants are: [H-].[H-].[H-].[H-].[Li+].[Al+3].[CH3:7][C:8]([CH3:42])([CH3:41])[C@H:9]([NH:14][C:15]([N:17]1[C:25]2[CH2:24][CH2:23][N:22]([CH2:26][C:27](OCC)=[O:28])[CH2:21][C:20]=2[C:19]([C:32]2[CH:37]=[C:36]([F:38])[C:35]([F:39])=[CH:34][C:33]=2[F:40])=[N:18]1)=[O:16])[C:10]([NH:12][CH3:13])=[O:11]. (4) Given the product [F:1][C:2]1[CH:3]=[C:4]([O:8][CH2:9][C:10]([NH2:11])=[O:13])[CH:5]=[N:6][CH:7]=1, predict the reactants needed to synthesize it. The reactants are: [F:1][C:2]1[CH:3]=[C:4]([O:8][CH2:9][C:10]#[N:11])[CH:5]=[N:6][CH:7]=1.C([O-])([O-])=[O:13].[K+].[K+].CS(C)=O.OO. (5) Given the product [CH3:1][C:2]1[CH:3]=[C:4]([NH2:11])[C:5]2[CH:6]=[N:7][N:8]([C:13]3[CH:18]=[CH:17][CH:16]=[CH:15][CH:14]=3)[C:9]=2[CH:10]=1, predict the reactants needed to synthesize it. The reactants are: [CH3:1][C:2]1[CH:3]=[C:4]([NH2:11])[C:5]2[CH:6]=[N:7][NH:8][C:9]=2[CH:10]=1.I[C:13]1[CH:18]=[CH:17][CH:16]=[CH:15][CH:14]=1.CN[C@@H]1CCCC[C@H]1NC.C(=O)([O-])[O-].[K+].[K+].